This data is from Full USPTO retrosynthesis dataset with 1.9M reactions from patents (1976-2016). The task is: Predict the reactants needed to synthesize the given product. (1) Given the product [F:1][C:2]1[CH:3]=[C:4]([CH2:9][C@H:11]2[CH2:16][CH2:15][CH2:14][CH2:13][C@@H:12]2[C:17]([OH:19])=[O:18])[CH:5]=[C:6]([F:8])[CH:7]=1, predict the reactants needed to synthesize it. The reactants are: [F:1][C:2]1[CH:3]=[C:4]([C:9]([C@@H:11]2[CH2:16][CH2:15][CH2:14][CH2:13][C@@H:12]2[C:17]([OH:19])=[O:18])=O)[CH:5]=[C:6]([F:8])[CH:7]=1.O1CCCC1. (2) Given the product [CH3:43][S:38]([C:3]1[N:7]([C:8]2[N:13]=[C:12]([N:14]3[CH2:15][CH2:16][O:17][CH2:18][CH2:19]3)[N:11]=[C:10]([NH:20][C:21]3[CH:22]=[N:23][CH:24]=[CH:25][CH:26]=3)[N:9]=2)[C:6]2[CH:27]=[CH:28][CH:29]=[CH:30][C:5]=2[N:4]=1)(=[O:40])=[O:37], predict the reactants needed to synthesize it. The reactants are: CS[C:3]1[N:7]([C:8]2[N:13]=[C:12]([N:14]3[CH2:19][CH2:18][O:17][CH2:16][CH2:15]3)[N:11]=[C:10]([NH:20][C:21]3[CH:22]=[N:23][CH:24]=[CH:25][CH:26]=3)[N:9]=2)[C:6]2[CH:27]=[CH:28][CH:29]=[CH:30][C:5]=2[N:4]=1.[O-][Mn](=O)(=O)=O.[K+].[O-:37][S:38]([O-:40])=O.[Na+].[Na+].[CH3:43]C(C)=O. (3) The reactants are: [CH:1]([C:4]1[S:13][C:12]2[NH:11][C:10]3[CH:14]=[CH:15][CH:16]=[CH:17][C:9]=3[NH:8][C:7](=S)[C:6]=2[N:5]=1)([CH3:3])[CH3:2].COS(C(F)(F)F)(=O)=O.[CH3:28][O:29][CH2:30][CH2:31][C@H:32]1[CH2:37][NH:36][CH2:35][CH2:34][NH:33]1. Given the product [CH3:28][O:29][CH2:30][CH2:31][C@@H:32]1[NH:33][CH2:34][CH2:35][N:36]([C:7]2[C:6]3[N:5]=[C:4]([CH:1]([CH3:3])[CH3:2])[S:13][C:12]=3[NH:11][C:10]3[CH:14]=[CH:15][CH:16]=[CH:17][C:9]=3[N:8]=2)[CH2:37]1, predict the reactants needed to synthesize it. (4) Given the product [CH2:7]([O:15][C:16]1[CH:17]=[C:18]([CH:21]=[CH:22][C:23]=1[O:24][CH2:25][CH2:26][O:27][CH3:28])[CH:19]=[O:20])[C:8]1[CH:13]=[CH:12][CH:11]=[CH:10][CH:9]=1, predict the reactants needed to synthesize it. The reactants are: C(=O)([O-])[O-].[K+].[K+].[CH2:7](Cl)[C:8]1[CH:13]=[CH:12][CH:11]=[CH:10][CH:9]=1.[OH:15][C:16]1[CH:17]=[C:18]([CH:21]=[CH:22][C:23]=1[O:24][CH2:25][CH2:26][O:27][CH3:28])[CH:19]=[O:20].Cl. (5) Given the product [Br:14][C:2]1[CH:3]=[CH:4][C:5]([CH3:9])=[C:6]([OH:8])[CH:7]=1, predict the reactants needed to synthesize it. The reactants are: N[C:2]1[CH:3]=[CH:4][C:5]([CH3:9])=[C:6]([OH:8])[CH:7]=1.N([O-])=O.[Na+].[BrH:14]. (6) Given the product [NH2:12][C:11]1[C:2]([NH2:1])=[N:3][C:4]([O:15][CH2:16][CH:17]([F:19])[F:18])=[C:5]([CH:10]=1)[C:6]([O:8][CH3:9])=[O:7], predict the reactants needed to synthesize it. The reactants are: [NH2:1][C:2]1[C:11]([N+:12]([O-])=O)=[CH:10][C:5]([C:6]([O:8][CH3:9])=[O:7])=[C:4]([O:15][CH2:16][CH:17]([F:19])[F:18])[N:3]=1. (7) The reactants are: [Br:1][C:2]1[CH:7]=[CH:6][CH:5]=[C:4](F)[C:3]=1[Cl:9].[C:10]1([OH:16])[CH:15]=[CH:14][CH:13]=[CH:12][CH:11]=1.C(=O)([O-])[O-].[K+].[K+]. Given the product [Br:1][C:2]1[CH:7]=[CH:6][CH:5]=[C:4]([O:16][C:10]2[CH:15]=[CH:14][CH:13]=[CH:12][CH:11]=2)[C:3]=1[Cl:9], predict the reactants needed to synthesize it.